Dataset: Forward reaction prediction with 1.9M reactions from USPTO patents (1976-2016). Task: Predict the product of the given reaction. Given the reactants [F:1][C:2]1[CH:7]=[CH:6][C:5]([C:8]2[O:12][N:11]=[C:10]([C:13]([N:15]3[CH2:20][C@H:19]([C:21]4[CH:26]=[CH:25][CH:24]=[CH:23][CH:22]=4)[NH:18][C:17](=[O:27])[C@@H:16]3[CH2:28][CH:29]([CH3:31])[CH3:30])=[O:14])[CH:9]=2)=[CH:4][CH:3]=1.[H-].[Na+].I[CH3:35], predict the reaction product. The product is: [F:1][C:2]1[CH:7]=[CH:6][C:5]([C:8]2[O:12][N:11]=[C:10]([C:13]([N:15]3[CH2:20][C@H:19]([C:21]4[CH:26]=[CH:25][CH:24]=[CH:23][CH:22]=4)[N:18]([CH3:35])[C:17](=[O:27])[C@@H:16]3[CH2:28][CH:29]([CH3:31])[CH3:30])=[O:14])[CH:9]=2)=[CH:4][CH:3]=1.